From a dataset of Forward reaction prediction with 1.9M reactions from USPTO patents (1976-2016). Predict the product of the given reaction. (1) Given the reactants [CH3:1][N:2]([CH3:46])[CH2:3][CH2:4][O:5][C:6]1[CH:7]=[C:8]([NH:16][C:17](=[O:45])[CH2:18][C:19]2[CH:24]=[CH:23][C:22]([C:25]3[CH:26]=[N:27][C:28]([O:34]CC4C=CC(OC)=CC=4)=[C:29]([O:31][CH2:32][CH3:33])[CH:30]=3)=[CH:21][C:20]=2[F:44])[CH:9]=[C:10]([C:12]([F:15])([F:14])[F:13])[CH:11]=1.O.C(#N)C, predict the reaction product. The product is: [CH3:46][N:2]([CH3:1])[CH2:3][CH2:4][O:5][C:6]1[CH:7]=[C:8]([NH:16][C:17](=[O:45])[CH2:18][C:19]2[CH:24]=[CH:23][C:22]([C:25]3[CH:30]=[C:29]([O:31][CH2:32][CH3:33])[C:28](=[O:34])[NH:27][CH:26]=3)=[CH:21][C:20]=2[F:44])[CH:9]=[C:10]([C:12]([F:15])([F:13])[F:14])[CH:11]=1. (2) The product is: [CH3:5][O:6][C:7]1[C:8]([CH3:16])=[C:9]([C:10](=[O:12])[CH2:19][C:18]([O:24][CH2:25][CH3:26])=[O:23])[CH:13]=[CH:14][CH:15]=1. Given the reactants S(Cl)(Cl)=O.[CH3:5][O:6][C:7]1[C:8]([CH3:16])=[C:9]([CH:13]=[CH:14][CH:15]=1)[C:10]([OH:12])=O.[K+].[C:18]([O:24][CH2:25][CH3:26])(=[O:23])[CH2:19]C([O-])=O.C(N(CC)CC)C.[Mg+2].[Cl-].[Cl-], predict the reaction product. (3) Given the reactants C([C:3]1[C:4]([CH3:18])=[N:5][N:6]2[C:10]([C:11]([O:13][CH2:14][CH3:15])=[O:12])=[C:9]([S:16][CH3:17])[S:8][C:7]=12)=O.[Mn]([O-])(=O)(=O)=O.[K+].[OH:25]O.C1(P(N=[N+]=[N-])(C2C=CC=CC=2)=O)C=CC=CC=1.C([N:46]([CH2:49]C)CC)C.[C:51]([OH:55])([CH3:54])([CH3:53])[CH3:52], predict the reaction product. The product is: [C:51]([O:55][C:49]([NH:46][C:3]1[C:4]([CH3:18])=[N:5][N:6]2[C:10]([C:11]([O:13][CH2:14][CH3:15])=[O:12])=[C:9]([S:16][CH3:17])[S:8][C:7]=12)=[O:25])([CH3:54])([CH3:53])[CH3:52]. (4) Given the reactants [Cl-].[Ce+3].[Cl-].[Cl-].[CH2:5]([Mg]Br)[CH3:6].C(OCC)C.[CH2:14]([C@H:16]1[C:20](=[O:21])[CH2:19][CH2:18][N:17]1[C:22]([O:24][CH2:25][C:26]1[CH:31]=[CH:30][CH:29]=[CH:28][CH:27]=1)=[O:23])[CH3:15], predict the reaction product. The product is: [CH2:14]([C@H:16]1[C@@:20]([CH2:5][CH3:6])([OH:21])[CH2:19][CH2:18][N:17]1[C:22]([O:24][CH2:25][C:26]1[CH:31]=[CH:30][CH:29]=[CH:28][CH:27]=1)=[O:23])[CH3:15]. (5) Given the reactants [N:1]1([C:7]2[CH:12]=[CH:11][C:10]([C:13](=[O:15])[CH3:14])=[CH:9][CH:8]=2)[CH2:6][CH2:5][NH:4][CH2:3][CH2:2]1.[F:16][C:17]1[CH:25]=[CH:24][C:23]([N+:26]([O-:28])=[O:27])=[CH:22][C:18]=1[C:19](O)=[O:20], predict the reaction product. The product is: [F:16][C:17]1[CH:25]=[CH:24][C:23]([N+:26]([O-:28])=[O:27])=[CH:22][C:18]=1[C:19]([N:4]1[CH2:5][CH2:6][N:1]([C:7]2[CH:8]=[CH:9][C:10]([C:13](=[O:15])[CH3:14])=[CH:11][CH:12]=2)[CH2:2][CH2:3]1)=[O:20]. (6) Given the reactants [NH2:1][C:2]1[CH:3]=[CH:4][C:5]([O:12][CH:13]([C:20]2[CH:25]=[CH:24][CH:23]=[CH:22][C:21]=2[Cl:26])[C:14]2[CH:19]=[CH:18][CH:17]=[CH:16][CH:15]=2)=[C:6]([CH:11]=1)[C:7]([O:9][CH3:10])=[O:8].[CH3:27][O:28][C:29]1[CH:30]=[C:31]([N:37]=[C:38]=[O:39])[CH:32]=[CH:33][C:34]=1[O:35][CH3:36], predict the reaction product. The product is: [CH3:27][O:28][C:29]1[CH:30]=[C:31]([NH:37][C:38]([NH:1][C:2]2[CH:3]=[CH:4][C:5]([O:12][CH:13]([C:20]3[CH:25]=[CH:24][CH:23]=[CH:22][C:21]=3[Cl:26])[C:14]3[CH:19]=[CH:18][CH:17]=[CH:16][CH:15]=3)=[C:6]([CH:11]=2)[C:7]([O:9][CH3:10])=[O:8])=[O:39])[CH:32]=[CH:33][C:34]=1[O:35][CH3:36]. (7) Given the reactants C(O[C:6]([NH:8][C@@H:9]([CH2:13][C:14]1[C:19]([F:20])=[CH:18][CH:17]=[CH:16][C:15]=1[F:21])[C:10]([OH:12])=O)=[O:7])(C)(C)C.ClC1C=CC=CC=1C1C=CC(C(O)=O)=CC=1.[Cl:38][C:39]1[CH:44]=[CH:43][CH:42]=[CH:41][C:40]=1[C:45]1[CH:53]=[CH:52][C:48](C(O)=O)=[CH:47][N:46]=1.Cl.NCC#N.[NH2:59][C:60]1([C:68]#[N:69])[CH2:65][CH2:64][N:63]([CH2:66][CH3:67])[CH2:62][CH2:61]1, predict the reaction product. The product is: [Cl:38][C:39]1[CH:44]=[CH:43][CH:42]=[CH:41][C:40]=1[C:45]1[CH:53]=[CH:52][C:48]([C:6]([NH:8][C@H:9]([C:10](=[O:12])[NH:59][C:60]2([C:68]#[N:69])[CH2:65][CH2:64][N:63]([CH2:66][CH3:67])[CH2:62][CH2:61]2)[CH2:13][C:14]2[C:15]([F:21])=[CH:16][CH:17]=[CH:18][C:19]=2[F:20])=[O:7])=[CH:47][N:46]=1. (8) Given the reactants [Cl-].[Li+].C(N(C(C)C)C(C)C)C.Br[C:13]1[CH:14]=[N:15][CH:16]=[C:17]([O:19][CH:20]2[CH2:25][CH2:24][O:23][CH2:22][CH2:21]2)[CH:18]=1.[C:26]([O:30][C:31]([N:33]1[CH2:37][CH2:36][CH:35]([CH:38]=[CH2:39])[CH2:34]1)=[O:32])([CH3:29])([CH3:28])[CH3:27], predict the reaction product. The product is: [C:26]([O:30][C:31]([N:33]1[CH2:37][CH2:36][CH:35](/[CH:38]=[CH:39]/[C:13]2[CH:14]=[N:15][CH:16]=[C:17]([O:19][CH:20]3[CH2:25][CH2:24][O:23][CH2:22][CH2:21]3)[CH:18]=2)[CH2:34]1)=[O:32])([CH3:29])([CH3:28])[CH3:27]. (9) Given the reactants [CH:1]([C:3]1[CH:10]=[CH:9][C:6]([C:7]#[N:8])=[CH:5][C:4]=1[O:11][CH3:12])=O.[CH2:13]([C:15]1[N:16]=[C:17]([CH2:20][C:21]([CH3:23])=[O:22])[S:18][CH:19]=1)[CH3:14].N1CCCCC1.C(O)(=O)C, predict the reaction product. The product is: [CH2:13]([C:15]1[N:16]=[C:17]([C:20]([C:21](=[O:22])[CH3:23])=[CH:1][C:3]2[CH:10]=[CH:9][C:6]([C:7]#[N:8])=[CH:5][C:4]=2[O:11][CH3:12])[S:18][CH:19]=1)[CH3:14]. (10) Given the reactants C[O:2][C:3]1[CH:4]=[C:5]([C:9]2[S:10][CH:11]=[C:12]([NH:14][C:15]([NH:17][C:18]3[CH:23]=[CH:22][CH:21]=[C:20]([CH2:24][N:25]4[CH2:30][CH2:29][CH2:28][CH2:27][CH2:26]4)[N:19]=3)=[O:16])[N:13]=2)[CH:6]=[CH:7][CH:8]=1.[Cl-].[Be+2].[Cl-], predict the reaction product. The product is: [OH:2][C:3]1[CH:4]=[C:5]([C:9]2[S:10][CH:11]=[C:12]([NH:14][C:15]([NH:17][C:18]3[CH:23]=[CH:22][CH:21]=[C:20]([CH2:24][N:25]4[CH2:26][CH2:27][CH2:28][CH2:29][CH2:30]4)[N:19]=3)=[O:16])[N:13]=2)[CH:6]=[CH:7][CH:8]=1.